The task is: Predict the reactants needed to synthesize the given product.. This data is from Full USPTO retrosynthesis dataset with 1.9M reactions from patents (1976-2016). (1) Given the product [Cl:38][C:39]1[CH:45]=[CH:44][C:42]([NH:43][C:14](=[O:16])[C:13]2[CH:12]=[CH:11][C:10]([CH2:9][S:7]([C:3]3[N:2]([CH3:1])[CH:6]=[N:5][N:4]=3)=[O:8])=[CH:18][CH:17]=2)=[CH:41][C:40]=1[C:46]1[CH:51]=[CH:50][CH:49]=[CH:48][N:47]=1, predict the reactants needed to synthesize it. The reactants are: [CH3:1][N:2]1[CH:6]=[N:5][N:4]=[C:3]1[S:7]([CH2:9][C:10]1[CH:18]=[CH:17][C:13]([C:14]([OH:16])=O)=[CH:12][CH:11]=1)=[O:8].CN1C=NN=C1S(CC1C=CC(C(O)=O)=CC=1)(=O)=O.[Cl:38][C:39]1[CH:45]=[CH:44][C:42]([NH2:43])=[CH:41][C:40]=1[C:46]1[CH:51]=[CH:50][CH:49]=[CH:48][N:47]=1. (2) The reactants are: Cl.Cl.[NH2:3][CH:4]([C:16]1[CH:21]=[CH:20][C:19]([CH3:22])=[CH:18][CH:17]=1)[C:5]([O:7][C@@H:8]1[CH:13]2[CH2:14][CH2:15][N:10]([CH2:11][CH2:12]2)[CH2:9]1)=[O:6].C(N(CC)CC)C.[C:30](Cl)(=[O:37])[C:31]1[CH:36]=[CH:35][CH:34]=[CH:33][CH:32]=1. Given the product [C:30]([NH:3][CH:4]([C:16]1[CH:17]=[CH:18][C:19]([CH3:22])=[CH:20][CH:21]=1)[C:5]([O:7][C@@H:8]1[CH:13]2[CH2:12][CH2:11][N:10]([CH2:15][CH2:14]2)[CH2:9]1)=[O:6])(=[O:37])[C:31]1[CH:36]=[CH:35][CH:34]=[CH:33][CH:32]=1, predict the reactants needed to synthesize it. (3) Given the product [C:17]([O:18][C:12]1[CH:13]=[CH:14][C:9]([CH2:8][OH:15])=[CH:10][CH:11]=1)(=[O:20])[C:7]1[CH:6]=[CH:11][CH:10]=[CH:9][CH:8]=1, predict the reactants needed to synthesize it. The reactants are: C(N([CH2:6][CH3:7])CC)C.[C:8](Cl)(=[O:15])[C:9]1[CH:14]=[CH:13][CH:12]=[CH:11][CH:10]=1.[C:17](=[O:20])([O-])[O-:18].[Na+].[Na+].